The task is: Regression. Given two drug SMILES strings and cell line genomic features, predict the synergy score measuring deviation from expected non-interaction effect.. This data is from NCI-60 drug combinations with 297,098 pairs across 59 cell lines. Drug 1: CCC1(C2=C(COC1=O)C(=O)N3CC4=CC5=C(C=CC(=C5CN(C)C)O)N=C4C3=C2)O.Cl. Drug 2: C1C(C(OC1N2C=NC(=NC2=O)N)CO)O. Cell line: MCF7. Synergy scores: CSS=26.5, Synergy_ZIP=-8.23, Synergy_Bliss=-3.45, Synergy_Loewe=-6.61, Synergy_HSA=0.730.